Dataset: Peptide-MHC class I binding affinity with 185,985 pairs from IEDB/IMGT. Task: Regression. Given a peptide amino acid sequence and an MHC pseudo amino acid sequence, predict their binding affinity value. This is MHC class I binding data. (1) The peptide sequence is FTLPSVNNAE. The MHC is Mamu-A01 with pseudo-sequence Mamu-A01. The binding affinity (normalized) is 0.635. (2) The peptide sequence is VSYSTFCLG. The MHC is HLA-B15:01 with pseudo-sequence HLA-B15:01. The binding affinity (normalized) is 0.393. (3) The peptide sequence is DCKTILKAL. The MHC is HLA-A24:02 with pseudo-sequence HLA-A24:02. The binding affinity (normalized) is 0. (4) The peptide sequence is KLVAMGINAV. The MHC is HLA-A31:01 with pseudo-sequence HLA-A31:01. The binding affinity (normalized) is 0.0292. (5) The peptide sequence is AFMATNKAY. The MHC is HLA-A02:12 with pseudo-sequence HLA-A02:12. The binding affinity (normalized) is 0.0847. (6) The peptide sequence is GIYCTLYVTVF. The MHC is Mamu-A02 with pseudo-sequence Mamu-A02. The binding affinity (normalized) is 1.00.